Regression/Classification. Given a drug SMILES string, predict its absorption, distribution, metabolism, or excretion properties. Task type varies by dataset: regression for continuous measurements (e.g., permeability, clearance, half-life) or binary classification for categorical outcomes (e.g., BBB penetration, CYP inhibition). Dataset: cyp3a4_veith. From a dataset of CYP3A4 inhibition data for predicting drug metabolism from PubChem BioAssay. (1) The molecule is O=C1C2=CC[C@H]3C(=O)N(C4CCCCC4)C(=O)[C@@H]3[C@@H]2[C@H](O)[C@@H]2O[C@H]12. The result is 0 (non-inhibitor). (2) The molecule is CC(=O)c1ccc(NC(=O)Cn2nc(C)cc2C)cc1. The result is 0 (non-inhibitor). (3) The molecule is Cc1cnc(CNc2nc(-c3ccc(N(C)C)cc3)nc3ccccc23)cn1. The result is 1 (inhibitor).